This data is from Reaction yield outcomes from USPTO patents with 853,638 reactions. The task is: Predict the reaction yield, written as a fraction of the theoretical maximum amount of product (1.0 means a 100% yield; for example, 0.34 means a 34% yield). The reactants are C([O:8][C:9]1[CH:18]=[C:17]2[C:12]([C:13]([NH:19][C:20]3[C:25]([F:26])=[CH:24][C:23]([Br:27])=[CH:22][C:21]=3[F:28])=[N:14][CH:15]=[N:16]2)=[CH:11][C:10]=1[O:29][CH3:30])C1C=CC=CC=1. The catalyst is C(O)(C(F)(F)F)=O. The product is [Br:27][C:23]1[CH:22]=[C:21]([F:28])[C:20]([NH:19][C:13]2[C:12]3[C:17](=[CH:18][C:9]([OH:8])=[C:10]([O:29][CH3:30])[CH:11]=3)[N:16]=[CH:15][N:14]=2)=[C:25]([F:26])[CH:24]=1. The yield is 0.980.